This data is from Catalyst prediction with 721,799 reactions and 888 catalyst types from USPTO. The task is: Predict which catalyst facilitates the given reaction. (1) Reactant: C1(P(C2C=CC=CC=2)C2C=CC=CC=2)C=CC=CC=1.[CH:20]1([C:26]2[CH:31]=[C:30]([Cl:32])[CH:29]=[CH:28][C:27]=2[OH:33])[CH2:25][CH2:24][CH2:23][CH2:22][CH2:21]1.O[CH2:35][CH2:36][N:37]1[CH2:42][CH2:41][O:40][CH2:39][CH2:38]1.CCOC(/N=N/C(OCC)=O)=O. Product: [CH:20]1([C:26]2[CH:31]=[C:30]([Cl:32])[CH:29]=[CH:28][C:27]=2[O:33][CH2:35][CH2:36][N:37]2[CH2:42][CH2:41][O:40][CH2:39][CH2:38]2)[CH2:21][CH2:22][CH2:23][CH2:24][CH2:25]1. The catalyst class is: 7. (2) Reactant: [Cl:1][C:2]1[CH:7]=[CH:6][C:5]([C@@H:8]([CH:47]2[CH2:52][CH2:51][O:50][CH2:49][CH2:48]2)[C@H:9]([NH:42][C:43]([O:45][CH3:46])=[O:44])[C:10]([NH:12][C:13]2[CH:40]=[CH:39][CH:38]=[C:37]([F:41])[C:14]=2[CH2:15][CH2:16][C@@H:17]2[N:22]([S:23]([CH:26]3[CH2:28][CH2:27]3)(=[O:25])=[O:24])[C@@H:21]([CH3:29])[CH2:20][N:19](C(OC(C)(C)C)=O)[CH2:18]2)=[O:11])=[CH:4][CH:3]=1.FC(F)(F)C(O)=O. Product: [Cl:1][C:2]1[CH:3]=[CH:4][C:5]([C@@H:8]([CH:47]2[CH2:48][CH2:49][O:50][CH2:51][CH2:52]2)[C@H:9]([NH:42][C:43](=[O:44])[O:45][CH3:46])[C:10]([NH:12][C:13]2[CH:40]=[CH:39][CH:38]=[C:37]([F:41])[C:14]=2[CH2:15][CH2:16][C@H:17]2[CH2:18][NH:19][CH2:20][C@H:21]([CH3:29])[N:22]2[S:23]([CH:26]2[CH2:27][CH2:28]2)(=[O:25])=[O:24])=[O:11])=[CH:6][CH:7]=1. The catalyst class is: 4. (3) Reactant: N[C@@H]1C2C(=CC=CC=2)C[C@@H]1O.[F:12][C:13]1[CH:18]=[CH:17][C:16]([C:19]2[C:28]([C@@H:29](F)[C:30]3[CH:35]=[CH:34][C:33]([C:36]([F:39])([F:38])[F:37])=[CH:32][CH:31]=3)=[C:27]([CH:41]([CH3:43])[CH3:42])[CH:26]=[C:25]3[C:20]=2[C:21](=[O:46])[CH2:22][C:23]([CH3:45])([CH3:44])[O:24]3)=[CH:15][CH:14]=1.CO. Product: [F:12][C:13]1[CH:14]=[CH:15][C:16]([C:19]2[C:28]([CH2:29][C:30]3[CH:35]=[CH:34][C:33]([C:36]([F:37])([F:38])[F:39])=[CH:32][CH:31]=3)=[C:27]([CH:41]([CH3:42])[CH3:43])[CH:26]=[C:25]3[C:20]=2[C@@H:21]([OH:46])[CH2:22][C:23]([CH3:44])([CH3:45])[O:24]3)=[CH:17][CH:18]=1. The catalyst class is: 7. (4) Reactant: [F:1][C:2]1[CH:8]=[CH:7][C:5]([NH2:6])=[CH:4][C:3]=1[N+:9]([O-:11])=[O:10].N1C=CC=CC=1.[CH3:18][S:19](Cl)(=[O:21])=[O:20]. Product: [F:1][C:2]1[CH:8]=[CH:7][C:5]([NH:6][S:19]([CH3:18])(=[O:21])=[O:20])=[CH:4][C:3]=1[N+:9]([O-:11])=[O:10]. The catalyst class is: 2.